From a dataset of Peptide-MHC class I binding affinity with 185,985 pairs from IEDB/IMGT. Regression. Given a peptide amino acid sequence and an MHC pseudo amino acid sequence, predict their binding affinity value. This is MHC class I binding data. (1) The peptide sequence is AVMLVHTYY. The MHC is HLA-A31:01 with pseudo-sequence HLA-A31:01. The binding affinity (normalized) is 0.166. (2) The peptide sequence is QRNGRIDRY. The MHC is HLA-B15:17 with pseudo-sequence HLA-B15:17. The binding affinity (normalized) is 0.0847. (3) The MHC is HLA-B40:02 with pseudo-sequence HLA-B40:02. The binding affinity (normalized) is 0.369. The peptide sequence is GDEALSGFL. (4) The peptide sequence is LTVVSHVRSQG. The MHC is Mamu-A01 with pseudo-sequence Mamu-A01. The binding affinity (normalized) is 0.583. (5) The peptide sequence is QEKKILMNF. The MHC is HLA-A24:02 with pseudo-sequence HLA-A24:02. The binding affinity (normalized) is 0. (6) The peptide sequence is RPAPGGKAY. The MHC is HLA-B45:06 with pseudo-sequence HLA-B45:06. The binding affinity (normalized) is 0.213.